Dataset: Reaction yield outcomes from USPTO patents with 853,638 reactions. Task: Predict the reaction yield, written as a fraction of the theoretical maximum amount of product (1.0 means a 100% yield; for example, 0.34 means a 34% yield). (1) The reactants are [CH:1]1([CH2:4][O:5][C:6]2[C:18]([O:19][CH3:20])=[CH:17][CH:16]=[C:15]([C:21]3[CH:22]=[C:23]4[C:27](=[CH:28][CH:29]=3)[C:26](=[O:30])[O:25][CH2:24]4)[C:7]=2[O:8][CH2:9][C:10]([O:12]CC)=[O:11])[CH2:3][CH2:2]1.[OH-].[Li+]. The catalyst is O1CCCC1.O. The product is [CH:1]1([CH2:4][O:5][C:6]2[C:18]([O:19][CH3:20])=[CH:17][CH:16]=[C:15]([C:21]3[CH:22]=[C:23]4[C:27](=[CH:28][CH:29]=3)[C:26](=[O:30])[O:25][CH2:24]4)[C:7]=2[O:8][CH2:9][C:10]([OH:12])=[O:11])[CH2:3][CH2:2]1. The yield is 0.715. (2) The reactants are [CH2:1]([C@H:3]1[C@@H:7]([C:8]2[N:12]3[C:13]4[CH:19]=[CH:18][NH:17][C:14]=4[N:15]=[CH:16][C:11]3=[N:10]N=2)[CH2:6][C@H:5]([CH2:20]C(OCC)=O)[CH2:4]1)[CH3:2].[Cl-].[Li+].[CH3:28][Mg]Br.[NH4+:31].[Cl-].[CH2:33]1[CH2:37][O:36]CC1. The catalyst is CCOCC.CCOC(C)=O. The product is [CH2:1]([C@H:3]1[C@@H:7]([C:8]2[N:12]3[C:13]4[CH:19]=[CH:18][NH:17][C:14]=4[N:15]=[CH:16][C:11]3=[N:10][N:31]=2)[CH2:6][C@H:5]([CH2:20][C:37]([CH3:33])([OH:36])[CH3:28])[CH2:4]1)[CH3:2]. The yield is 0.740.